Task: Regression/Classification. Given a drug SMILES string, predict its absorption, distribution, metabolism, or excretion properties. Task type varies by dataset: regression for continuous measurements (e.g., permeability, clearance, half-life) or binary classification for categorical outcomes (e.g., BBB penetration, CYP inhibition). Dataset: cyp3a4_veith.. Dataset: CYP3A4 inhibition data for predicting drug metabolism from PubChem BioAssay (1) The molecule is COc1ccccc1S(=O)(=O)Nc1ccc(-c2nnc3n2CCCCC3)cc1. The result is 1 (inhibitor). (2) The drug is COc1ccc(-n2c(N)c(C(=O)NCc3ccco3)sc2=S)cc1. The result is 1 (inhibitor). (3) The drug is O=S(=O)(c1cccs1)N1CN(Cc2ccc(Cl)cc2)c2nc3ccccc3nc21. The result is 1 (inhibitor). (4) The result is 0 (non-inhibitor). The drug is O=C(c1ccco1)N1CCN(S(=O)(=O)c2ccc3[nH]c(=O)oc3c2)CC1. (5) The molecule is Cc1ccccc1-c1nc(NCc2cccs2)c2ccccc2n1. The result is 1 (inhibitor). (6) The compound is CCCNC(=O)Nc1ccc2c(c1)nc(C)n2C. The result is 0 (non-inhibitor). (7) The drug is Cc1cc(=O)[nH]c2ccccc12. The result is 0 (non-inhibitor). (8) The compound is CN(C)CN1CSC(=S)N(CN(C)C)C1. The result is 0 (non-inhibitor).